This data is from TCR-epitope binding with 47,182 pairs between 192 epitopes and 23,139 TCRs. The task is: Binary Classification. Given a T-cell receptor sequence (or CDR3 region) and an epitope sequence, predict whether binding occurs between them. (1) The TCR CDR3 sequence is CASSIVSGPYNEQFF. Result: 1 (the TCR binds to the epitope). The epitope is NEGVKAAW. (2) The epitope is YLQPRTFLL. The TCR CDR3 sequence is CAIGDRNTGELFF. Result: 1 (the TCR binds to the epitope). (3) The epitope is SEETGTLIV. The TCR CDR3 sequence is CASSDSAGLALNEQFF. Result: 0 (the TCR does not bind to the epitope). (4) The epitope is HTTDPSFLGRY. The TCR CDR3 sequence is CASSFTSGGNQPQHF. Result: 1 (the TCR binds to the epitope). (5) The epitope is RPHERNGFTVL. The TCR CDR3 sequence is CASSLGGAEAFF. Result: 0 (the TCR does not bind to the epitope). (6) The epitope is KLNVGDYFV. The TCR CDR3 sequence is CASSQDPGGPSRTQYF. Result: 0 (the TCR does not bind to the epitope). (7) The epitope is KLMNIQQKL. The TCR CDR3 sequence is CASSFLPSYEQYF. Result: 0 (the TCR does not bind to the epitope). (8) The epitope is TLIGDCATV. The TCR CDR3 sequence is CASSPIGGQGALQDEQYF. Result: 0 (the TCR does not bind to the epitope). (9) The epitope is VLAWLYAAV. The TCR CDR3 sequence is CASSFSDEQFF. Result: 0 (the TCR does not bind to the epitope).